This data is from Forward reaction prediction with 1.9M reactions from USPTO patents (1976-2016). The task is: Predict the product of the given reaction. (1) Given the reactants [NH2:1][C@H:2]1[C:11]2[C:6](=[CH:7][CH:8]=[C:9]([Br:12])[CH:10]=2)[O:5][CH2:4][C@@H:3]1[OH:13].C(=O)(O)[O-].[Na+].[F:19][C:20]1[CH:28]=[CH:27][C:23]([C:24](Cl)=[O:25])=[CH:22][CH:21]=1.C(OC)(C)(C)C, predict the reaction product. The product is: [Br:12][C:9]1[CH:10]=[C:11]2[C:6](=[CH:7][CH:8]=1)[O:5][CH2:4][C@H:3]([OH:13])[C@H:2]2[NH:1][C:24](=[O:25])[C:23]1[CH:27]=[CH:28][C:20]([F:19])=[CH:21][CH:22]=1. (2) Given the reactants [O:1]=[C:2]([NH:13][C:14]1[CH:19]=[CH:18][CH:17]=[C:16]([NH:20][C:21]([C:23]2[C:24]([NH:38][CH2:39][CH2:40][CH3:41])=[N:25][C:26]([NH:29][CH2:30][CH2:31][C:32]3[CH:37]=[CH:36][N:35]=[CH:34][CH:33]=3)=[N:27][CH:28]=2)=[O:22])[CH:15]=1)[C@@H:3]([NH:5]C(=O)OC(C)(C)C)[CH3:4], predict the reaction product. The product is: [NH2:5][C@@H:3]([CH3:4])[C:2]([NH:13][C:14]1[CH:15]=[C:16]([NH:20][C:21]([C:23]2[C:24]([NH:38][CH2:39][CH2:40][CH3:41])=[N:25][C:26]([NH:29][CH2:30][CH2:31][C:32]3[CH:33]=[CH:34][N:35]=[CH:36][CH:37]=3)=[N:27][CH:28]=2)=[O:22])[CH:17]=[CH:18][CH:19]=1)=[O:1]. (3) Given the reactants Cl[CH2:2][CH2:3][O:4][C:5]1[C:17]2[C:16]3[C:11]4=[C:12]([O:18][CH2:19][CH:20]([C:21]5[CH:26]=[CH:25][CH:24]=[CH:23][CH:22]=5)[N:10]4[C:9]=2[CH:8]=[CH:7][CH:6]=1)[CH:13]=[CH:14][CH:15]=3.[I-].[Na+].C(=O)([O-])[O-].[K+].[K+].[NH:35]1[CH2:40][CH2:39][CH2:38][CH2:37][CH2:36]1, predict the reaction product. The product is: [N:35]1([CH2:2][CH2:3][O:4][C:5]2[CH:6]=[CH:7][CH:8]=[C:9]3[C:17]=2[C:16]2[C:11]4=[C:12]([O:18][CH2:19][CH:20]([C:21]5[CH:26]=[CH:25][CH:24]=[CH:23][CH:22]=5)[N:10]34)[CH:13]=[CH:14][CH:15]=2)[CH2:40][CH2:39][CH2:38][CH2:37][CH2:36]1. (4) Given the reactants N(C(C)C)C(C)C.[Li]CCCC.[CH3:13][O:14][C:15]1[CH:16]=[C:17]2[C:22](=[CH:23][C:24]=1[O:25][CH3:26])[C:21](=[O:27])[CH2:20][CH2:19][CH2:18]2.[Br:28][C:29]1[CH:30]=[N:31][CH:32]=[CH:33][C:34]=1[CH:35]=O.Cl, predict the reaction product. The product is: [Br:28][C:29]1[CH:30]=[N:31][CH:32]=[CH:33][C:34]=1/[CH:35]=[C:20]1/[C:21](=[O:27])[C:22]2[C:17]([CH2:18][CH2:19]/1)=[CH:16][C:15]([O:14][CH3:13])=[C:24]([O:25][CH3:26])[CH:23]=2.